The task is: Predict the product of the given reaction.. This data is from Forward reaction prediction with 1.9M reactions from USPTO patents (1976-2016). (1) Given the reactants Br[C:2]1[CH:7]=[CH:6][C:5]([OH:8])=[CH:4][C:3]=1[F:9].[F:10][C:11]1[CH:12]=[C:13](B(O)O)[CH:14]=[C:15]([F:18])[C:16]=1[F:17].C(=O)([O-])[O-].[K+].[K+].CC(O)C, predict the reaction product. The product is: [OH:8][C:5]1[CH:6]=[CH:7][C:2]([C:13]2[CH:12]=[C:11]([F:10])[C:16]([F:17])=[C:15]([F:18])[CH:14]=2)=[C:3]([F:9])[CH:4]=1. (2) The product is: [Cl:30][C:27]1[CH:26]=[CH:25][C:24]([O:23][C:20]2[CH:19]=[CH:18][C:17]([S:14]([C:6]3([C:4]([OH:5])=[O:3])[CH2:11][CH2:10][N:9]([CH2:12][CH3:13])[CH2:8][CH2:7]3)(=[O:15])=[O:16])=[CH:22][CH:21]=2)=[CH:29][CH:28]=1. Given the reactants C([O:3][C:4]([C:6]1([S:14]([C:17]2[CH:22]=[CH:21][C:20]([O:23][C:24]3[CH:29]=[CH:28][C:27]([Cl:30])=[CH:26][CH:25]=3)=[CH:19][CH:18]=2)(=[O:16])=[O:15])[CH2:11][CH2:10][N:9]([CH2:12][CH3:13])[CH2:8][CH2:7]1)=[O:5])C.CO.[OH-].[Na+], predict the reaction product. (3) Given the reactants [CH:1]([C:3]1[CH:8]=[CH:7][C:6]([CH2:9][C:10]([OH:12])=O)=[CH:5][CH:4]=1)=[O:2].[F:13][C:14]1[CH:19]=[CH:18][C:17]([NH:20][CH:21]2[CH2:26][CH2:25][NH:24][CH2:23][CH2:22]2)=[CH:16][CH:15]=1.Cl.CN(C)CCCN=C=NCC.ON1C2C=CC=CC=2N=N1, predict the reaction product. The product is: [F:13][C:14]1[CH:19]=[CH:18][C:17]([NH:20][CH:21]2[CH2:26][CH2:25][N:24]([C:10](=[O:12])[CH2:9][C:6]3[CH:5]=[CH:4][C:3]([CH:1]=[O:2])=[CH:8][CH:7]=3)[CH2:23][CH2:22]2)=[CH:16][CH:15]=1. (4) Given the reactants [CH3:1][CH:2]([SH:4])[CH3:3].F[C:6]1[CH:14]=[CH:13][C:12]([N+:15]([O-:17])=[O:16])=[CH:11][C:7]=1[C:8]([OH:10])=[O:9].C(N(CC)CC)C, predict the reaction product. The product is: [CH:2]([S:4][C:6]1[CH:14]=[CH:13][C:12]([N+:15]([O-:17])=[O:16])=[CH:11][C:7]=1[C:8]([OH:10])=[O:9])([CH3:3])[CH3:1]. (5) Given the reactants [NH:1]1[C:9]2[C:4](=[CH:5][CH:6]=[CH:7][CH:8]=2)[C:3]([CH:10]=[O:11])=[CH:2]1.[H-].[Na+].[CH3:14][S:15](Cl)(=[O:17])=[O:16], predict the reaction product. The product is: [CH3:14][S:15]([N:1]1[C:9]2[C:4](=[CH:5][CH:6]=[CH:7][CH:8]=2)[C:3]([CH:10]=[O:11])=[CH:2]1)(=[O:17])=[O:16]. (6) Given the reactants [Li+].C[Si]([N-][Si](C)(C)C)(C)C.[Cl:11][C:12]1[CH:17]=[CH:16][C:15]([CH:18]=[C:19]([CH3:24])[C:20](=[O:23])[CH2:21][CH3:22])=[CH:14][CH:13]=1.[C:25]([O:32][CH2:33][CH3:34])(=[O:31])[C:26]([O:28]CC)=O, predict the reaction product. The product is: [Cl:11][C:12]1[CH:13]=[CH:14][C:15]([CH:18]=[C:19]([CH3:24])[C:20](=[O:23])[CH:21]([CH3:22])[C:26](=[O:28])[C:25]([O:32][CH2:33][CH3:34])=[O:31])=[CH:16][CH:17]=1. (7) Given the reactants [H-].[Na+].[NH:3]1[CH:7]=[C:6]([C:8]2[CH:13]=[CH:12][N:11]=[C:10]([S:14][CH3:15])[N:9]=2)[N:5]=[CH:4]1.Br[CH2:17][CH2:18][CH2:19][CH2:20][N:21]1[C:25](=[O:26])[C:24]2=[CH:27][CH:28]=[CH:29][CH:30]=[C:23]2[C:22]1=[O:31], predict the reaction product. The product is: [CH3:15][S:14][C:10]1[N:9]=[C:8]([C:6]2[N:5]=[CH:4][N:3]([CH2:17][CH2:18][CH2:19][CH2:20][N:21]3[C:25](=[O:26])[C:24]4[C:23](=[CH:30][CH:29]=[CH:28][CH:27]=4)[C:22]3=[O:31])[CH:7]=2)[CH:13]=[CH:12][N:11]=1.